Dataset: Retrosynthesis with 50K atom-mapped reactions and 10 reaction types from USPTO. Task: Predict the reactants needed to synthesize the given product. (1) Given the product CC(C)c1nc2c(s1)Nc1ccccc1N=C2N1CCN(C)[C@@H](CCO)C1, predict the reactants needed to synthesize it. The reactants are: C=O.CC(C)c1nc2c(s1)Nc1ccccc1N=C2N1CCNC(CCO)C1. (2) Given the product FC(F)(F)c1cc(CNCc2cnc3ccccc3c2N(CC2CC2)CC2CC2)cc(C(F)(F)F)c1, predict the reactants needed to synthesize it. The reactants are: NCc1cc(C(F)(F)F)cc(C(F)(F)F)c1.O=Cc1cnc2ccccc2c1N(CC1CC1)CC1CC1. (3) Given the product Cc1cc2cc(OCC(=O)O)c(Cl)c(Cl)c2s1, predict the reactants needed to synthesize it. The reactants are: CCOC(=O)COc1cc2cc(C)sc2c(Cl)c1Cl. (4) The reactants are: CC(C)[C@@H]1C[C@@H](O[Si](C)(C)C(C)(C)C)CN1C(=O)OC(C)(C)C. Given the product CC(C)[C@@H]1C[C@@H](O)CN1C(=O)OC(C)(C)C, predict the reactants needed to synthesize it. (5) Given the product N[C@@H]1CCN(c2ccc3c(NC(=O)CC4CCCCC4)c(Cl)ccc3n2)C1, predict the reactants needed to synthesize it. The reactants are: N[C@@H]1CCNC1.O=C(CC1CCCCC1)Nc1c(Cl)ccc2nc(Cl)ccc12. (6) The reactants are: CCS(=O)(=O)c1ccc(O)c(N)c1.O=C(O)c1cc2cc(F)ccc2[nH]1. Given the product CCS(=O)(=O)c1ccc(O)c(NC(=O)c2cc3cc(F)ccc3[nH]2)c1, predict the reactants needed to synthesize it. (7) Given the product NNC(=O)[C@H]1CC[C@H](Oc2ccncn2)CC1, predict the reactants needed to synthesize it. The reactants are: NN.O=C(O)[C@H]1CC[C@H](Oc2ccncn2)CC1. (8) The reactants are: CC(N)c1cc(F)cc(F)c1.O=C(c1ccc(Cl)cc1)c1cccc([N+](=O)[O-])c1. Given the product CC(NC(c1ccc(Cl)cc1)c1cccc([N+](=O)[O-])c1)c1cc(F)cc(F)c1, predict the reactants needed to synthesize it. (9) The reactants are: NCc1ccc(F)c(F)c1.O=C(O)C(COC(F)F)N(Cc1ccccc1)Cc1ccccc1. Given the product O=C(NCc1ccc(F)c(F)c1)C(COC(F)F)N(Cc1ccccc1)Cc1ccccc1, predict the reactants needed to synthesize it. (10) Given the product COCCOC(=O)CC(N)c1ccccc1, predict the reactants needed to synthesize it. The reactants are: COCCO.NC(CC(=O)O)c1ccccc1.